From a dataset of Catalyst prediction with 721,799 reactions and 888 catalyst types from USPTO. Predict which catalyst facilitates the given reaction. Reactant: [CH:1]([N:4]1[C:8]2[C:9](=[O:25])[NH:10][C:11]3([CH2:17][CH2:16][N:15](C(OC(C)(C)C)=O)[CH2:14][CH2:13]3)[CH2:12][C:7]=2[CH:6]=[N:5]1)([CH3:3])[CH3:2].Cl.CO. Product: [CH:1]([N:4]1[C:8]2[C:9](=[O:25])[NH:10][C:11]3([CH2:17][CH2:16][NH:15][CH2:14][CH2:13]3)[CH2:12][C:7]=2[CH:6]=[N:5]1)([CH3:3])[CH3:2]. The catalyst class is: 684.